Dataset: Forward reaction prediction with 1.9M reactions from USPTO patents (1976-2016). Task: Predict the product of the given reaction. (1) Given the reactants [CH2:1]([O:3][C:4](=[O:18])[CH2:5][C:6](=[O:17])[CH2:7][C:8]1[CH:13]=[CH:12][C:11]([N+:14]([O-])=O)=[CH:10][CH:9]=1)[CH3:2].[C:19](O[C:19]([O:21][C:22]([CH3:25])([CH3:24])[CH3:23])=[O:20])([O:21][C:22]([CH3:25])([CH3:24])[CH3:23])=[O:20], predict the reaction product. The product is: [CH2:1]([O:3][C:4](=[O:18])[CH2:5][C:6](=[O:17])[CH2:7][C:8]1[CH:13]=[CH:12][C:11]([NH:14][C:19]([O:21][C:22]([CH3:25])([CH3:24])[CH3:23])=[O:20])=[CH:10][CH:9]=1)[CH3:2]. (2) The product is: [CH3:1][O:2][C:3](=[O:15])[C@@H:4]([NH:7][C:8]([O:10][C:11]([CH3:14])([CH3:13])[CH3:12])=[O:9])[CH2:5][CH:26]([C:27]([C:28]1[CH:33]=[CH:32][N:31]=[CH:30][CH:29]=1)=[O:34])[C:25]([O:24][CH2:22][CH3:23])=[O:35]. Given the reactants [CH3:1][O:2][C:3](=[O:15])[C@H:4]([NH:7][C:8]([O:10][C:11]([CH3:14])([CH3:13])[CH3:12])=[O:9])[CH2:5]I.C([O-])([O-])=O.[Cs+].[Cs+].[CH2:22]([O:24][C:25](=[O:35])[CH2:26][C:27](=[O:34])[C:28]1[CH:33]=[CH:32][N:31]=[CH:30][CH:29]=1)[CH3:23].C(O)(C(F)(F)F)=O, predict the reaction product. (3) Given the reactants Cl[C:2]1[N:7]=[C:6]([O:8][C:9]2[CH:13]=[CH:12][S:11][C:10]=2[C:14]([O:16][CH3:17])=[O:15])[CH:5]=[CH:4][N:3]=1.[NH:18]1[CH2:23][CH2:22][O:21][CH2:20][CH2:19]1, predict the reaction product. The product is: [O:21]1[CH2:22][CH2:23][N:18]([C:2]2[N:7]=[C:6]([O:8][C:9]3[CH:13]=[CH:12][S:11][C:10]=3[C:14]([O:16][CH3:17])=[O:15])[CH:5]=[CH:4][N:3]=2)[CH2:19][CH2:20]1.